This data is from Catalyst prediction with 721,799 reactions and 888 catalyst types from USPTO. The task is: Predict which catalyst facilitates the given reaction. (1) Reactant: [CH3:1][CH:2]1[C:7]2[N:8]=[C:9]([N:12]3[CH2:16][CH2:15][CH2:14][CH2:13]3)[N:10]=[CH:11][C:6]=2[CH2:5][NH:4][CH2:3]1.Cl[C:18]1[CH:23]=[C:22]([C:24]2[C:29]([CH3:30])=[CH:28][C:27]([CH3:31])=[CH:26][N:25]=2)[C:21]([Cl:32])=[CH:20][N:19]=1.[F-].[Cs+].CCOC(C)=O. Product: [Cl:32][C:21]1[C:22]([C:24]2[C:29]([CH3:30])=[CH:28][C:27]([CH3:31])=[CH:26][N:25]=2)=[CH:23][C:18]([N:4]2[CH2:3][CH:2]([CH3:1])[C:7]3[N:8]=[C:9]([N:12]4[CH2:16][CH2:15][CH2:14][CH2:13]4)[N:10]=[CH:11][C:6]=3[CH2:5]2)=[N:19][CH:20]=1. The catalyst class is: 58. (2) Reactant: C(OC([N:8]1[CH2:17][CH2:16][C:15]2[C:10](=[CH:11][CH:12]=[C:13]([Cl:25])[C:14]=2[NH:18][CH2:19][C:20]([O:22][CH2:23][CH3:24])=[O:21])[CH2:9]1)=O)(C)(C)C.C(O)(C(F)(F)F)=O.O.C([O-])(O)=O.[Na+]. Product: [CH2:23]([O:22][C:20](=[O:21])[CH2:19][NH:18][C:14]1[C:13]([Cl:25])=[CH:12][CH:11]=[C:10]2[C:15]=1[CH2:16][CH2:17][NH:8][CH2:9]2)[CH3:24]. The catalyst class is: 2. (3) The catalyst class is: 1. Reactant: C([C:5]1[C:13]2[N:12]=[C:11]([CH:14]([F:16])[F:15])[N:10]([C:17]3[N:22]=[C:21]([N:23]4[CH2:27][CH2:26][CH2:25][CH:24]4[CH2:28][OH:29])[CH:20]=[C:19]([N:30]4[CH2:35][CH2:34][O:33][CH2:32][CH2:31]4)[N:18]=3)[C:9]=2[C:8](C)=[C:7](C)[C:6]=1O[SiH3])(C)(C)C.[F-].C([N+](CCCC)(CCCC)CCCC)CCC.[OH2:58]. Product: [F:15][CH:14]([F:16])[C:11]1[N:10]([C:17]2[N:22]=[C:21]([N:23]3[CH2:27][CH2:26][CH2:25][CH:24]3[CH2:28][OH:29])[CH:20]=[C:19]([N:30]3[CH2:31][CH2:32][O:33][CH2:34][CH2:35]3)[N:18]=2)[C:9]2[CH:8]=[CH:7][CH:6]=[C:5]([OH:58])[C:13]=2[N:12]=1. (4) Reactant: [C:1]([O:5][C:6]([N:8]1[CH2:13][CH2:12][CH:11]([N:14]2[C:22]3[C:17](=[CH:18][CH:19]=[C:20]([F:23])[CH:21]=3)[C:16]([C:24]3[N:25]=[C:26]4[C:32]([C:33](O)=[O:34])=[CH:31][N:30]([CH2:36][O:37][CH2:38][CH2:39][Si:40]([CH3:43])([CH3:42])[CH3:41])[C:27]4=[N:28][CH:29]=3)=[N:15]2)[CH2:10][CH2:9]1)=[O:7])([CH3:4])([CH3:3])[CH3:2].[C:44]([NH2:48])([CH3:47])([CH3:46])[CH3:45].CN(C(ON1N=NC2C=CC=NC1=2)=[N+](C)C)C.F[P-](F)(F)(F)(F)F.O. Product: [C:44]([NH:48][C:33]([C:32]1[C:26]2[C:27](=[N:28][CH:29]=[C:24]([C:16]3[C:17]4[C:22](=[CH:21][C:20]([F:23])=[CH:19][CH:18]=4)[N:14]([CH:11]4[CH2:10][CH2:9][N:8]([C:6]([O:5][C:1]([CH3:3])([CH3:2])[CH3:4])=[O:7])[CH2:13][CH2:12]4)[N:15]=3)[N:25]=2)[N:30]([CH2:36][O:37][CH2:38][CH2:39][Si:40]([CH3:43])([CH3:42])[CH3:41])[CH:31]=1)=[O:34])([CH3:47])([CH3:46])[CH3:45]. The catalyst class is: 3.